From a dataset of Full USPTO retrosynthesis dataset with 1.9M reactions from patents (1976-2016). Predict the reactants needed to synthesize the given product. The reactants are: [N+:1]([C:4]1[CH:13]=[C:12]2[C:7]([CH2:8][C:9]([CH3:15])([CH3:14])[CH2:10][NH:11]2)=[CH:6][CH:5]=1)([O-])=O. Given the product [NH2:1][C:4]1[CH:13]=[C:12]2[C:7]([CH2:8][C:9]([CH3:15])([CH3:14])[CH2:10][NH:11]2)=[CH:6][CH:5]=1, predict the reactants needed to synthesize it.